This data is from Reaction yield outcomes from USPTO patents with 853,638 reactions. The task is: Predict the reaction yield, written as a fraction of the theoretical maximum amount of product (1.0 means a 100% yield; for example, 0.34 means a 34% yield). (1) The reactants are [Br:1][C:2]1[CH:7]=[CH:6][C:5]([NH:8][C:9]2[C:14]([C:15]3[O:16][C:17]([CH2:20]Cl)=[N:18][N:19]=3)=[CH:13][N:12]3[CH:22]=[CH:23][N:24]=[C:11]3[C:10]=2[Cl:25])=[C:4]([F:26])[CH:3]=1.[I-].[K+].[NH3:29]. The catalyst is O1CCCC1. The product is [NH2:29][CH2:20][C:17]1[O:16][C:15]([C:14]2[C:9]([NH:8][C:5]3[CH:6]=[CH:7][C:2]([Br:1])=[CH:3][C:4]=3[F:26])=[C:10]([Cl:25])[C:11]3[N:12]([CH:22]=[CH:23][N:24]=3)[CH:13]=2)=[N:19][N:18]=1. The yield is 0.710. (2) The reactants are [F:1][C:2]1[CH:26]=[C:25]([N+:27]([O-])=O)[CH:24]=[CH:23][C:3]=1[O:4][C:5]1[CH:10]=[CH:9][N:8]=[C:7]2[CH:11]=[C:12]([C:14]([N:16]3[CH2:21][CH2:20][N:19]([CH3:22])[CH2:18][CH2:17]3)=[O:15])[S:13][C:6]=12.[Cl-].[NH4+]. The catalyst is CO.O.[Zn]. The product is [NH2:27][C:25]1[CH:24]=[CH:23][C:3]([O:4][C:5]2[CH:10]=[CH:9][N:8]=[C:7]3[CH:11]=[C:12]([C:14]([N:16]4[CH2:17][CH2:18][N:19]([CH3:22])[CH2:20][CH2:21]4)=[O:15])[S:13][C:6]=23)=[C:2]([F:1])[CH:26]=1. The yield is 0.660. (3) The catalyst is CN(C=O)C. The yield is 0.780. The reactants are [CH3:1][C:2]1[N:7]=[C:6]([SH:8])[N:5]=[C:4]([OH:9])[CH:3]=1.C(=O)([O-])[O-].[K+].[K+].[Br:16][C:17]1[CH:22]=[CH:21][CH:20]=[C:19]([CH2:23]Br)[C:18]=1[Cl:25]. The product is [Br:16][C:17]1[C:18]([Cl:25])=[C:19]([CH2:23][S:8][C:6]2[N:5]=[C:4]([OH:9])[CH:3]=[C:2]([CH3:1])[N:7]=2)[CH:20]=[CH:21][CH:22]=1. (4) The reactants are Cl.[CH:2]([N:5]1[C:9]([C:10]2[N:19]=[C:18]3[N:12]([CH2:13][CH2:14][O:15][C:16]4[CH:23]=[C:22]([CH:24]5[CH2:29][CH2:28][NH:27][CH2:26][CH2:25]5)N=[CH:20][C:17]=43)[CH:11]=2)=[N:8][CH:7]=[N:6]1)([CH3:4])[CH3:3].[CH3:30]O.[CH3:32][N:33]([CH3:38])[C:34](=[O:37])[CH2:35]Cl. The yield is 0.610. The catalyst is C(Cl)Cl.CCCC[N+](CCCC)(CCCC)CCCC.[I-]. The product is [CH:2]([N:5]1[C:9]([C:10]2[N:19]=[C:18]3[C:17]4[CH:20]=[CH:30][C:22]([CH:24]5[CH2:25][CH2:26][N:27]([CH2:35][C:34]([N:33]([CH3:38])[CH3:32])=[O:37])[CH2:28][CH2:29]5)=[CH:23][C:16]=4[O:15][CH2:14][CH2:13][N:12]3[CH:11]=2)=[N:8][CH:7]=[N:6]1)([CH3:3])[CH3:4]. (5) The reactants are S=C1N([C:7]([O:9][CH2:10][C:11]2[CH:16]=[CH:15][C:14]([O:17][C:18](=[O:20])[CH3:19])=[C:13]([O:21][CH3:22])[CH:12]=2)=[O:8])CCS1.[NH2:23][CH2:24][C:25]([O:27][CH2:28][CH3:29])=[O:26].C(N(C(C)C)CC)(C)C.C(N(CC)CC)C. The catalyst is C1COCC1.C(Cl)(Cl)Cl.C(Cl)Cl. The product is [C:18]([O:17][C:14]1[CH:15]=[CH:16][C:11]([CH2:10][O:9][C:7]([NH:23][CH2:24][C:25]([O:27][CH2:28][CH3:29])=[O:26])=[O:8])=[CH:12][C:13]=1[O:21][CH3:22])(=[O:20])[CH3:19]. The yield is 0.600. (6) The reactants are C[O:2][C:3](=O)[C:4]1[CH:9]=[CH:8][C:7]([O:10][CH2:11][C:12]2[C:13]([C:18]3[CH:23]=[CH:22][C:21]([Cl:24])=[CH:20][CH:19]=3)=[N:14][O:15][C:16]=2[CH3:17])=[N:6][CH:5]=1.[NH:26]1[CH2:31][CH2:30][S:29][CH2:28][CH2:27]1. The yield is 0.950. No catalyst specified. The product is [Cl:24][C:21]1[CH:20]=[CH:19][C:18]([C:13]2[C:12]([CH2:11][O:10][C:7]3[N:6]=[CH:5][C:4]([C:3]([N:26]4[CH2:31][CH2:30][S:29][CH2:28][CH2:27]4)=[O:2])=[CH:9][CH:8]=3)=[C:16]([CH3:17])[O:15][N:14]=2)=[CH:23][CH:22]=1. (7) The reactants are [OH:1]S(O)(=O)=O.ON=[CH:8][C:9]([NH:11][C:12]1[CH:17]=[CH:16][CH:15]=[CH:14][C:13]=1[CH:18]([CH3:20])[CH3:19])=[O:10]. The catalyst is O. The product is [CH:18]([C:13]1[CH:14]=[CH:15][CH:16]=[C:17]2[C:12]=1[NH:11][C:9](=[O:10])[C:8]2=[O:1])([CH3:20])[CH3:19]. The yield is 0.970.